This data is from Reaction yield outcomes from USPTO patents with 853,638 reactions. The task is: Predict the reaction yield, written as a fraction of the theoretical maximum amount of product (1.0 means a 100% yield; for example, 0.34 means a 34% yield). (1) The reactants are C([O:4][C@H:5]1[C@@H:31]([O:32]C(=O)C)[C@H:30]([O:36]C(=O)C)[C@@H:29]([CH2:40][O:41]C(=O)C)[O:28][C@@H:6]1[O:7][C:8]1[C:13]([Cl:14])=[CH:12][C:11]([N:15]2[C:23]3[C:18](=[CH:19][C:20]([N+:24]([O-:26])=[O:25])=[CH:21][CH:22]=3)[CH:17]=[CH:16]2)=[CH:10][C:9]=1[Cl:27])(=O)C.C([O-])([O-])=O.[K+].[K+]. The product is [O:7]([C:8]1[C:13]([Cl:14])=[CH:12][C:11]([N:15]2[C:23]3[C:18](=[CH:19][C:20]([N+:24]([O-:26])=[O:25])=[CH:21][CH:22]=3)[CH:17]=[CH:16]2)=[CH:10][C:9]=1[Cl:27])[C@H:6]1[O:28][C@H:29]([CH2:40][OH:41])[C@@H:30]([OH:36])[C@H:31]([OH:32])[C@@H:5]1[OH:4]. The catalyst is CO. The yield is 0.500. (2) The reactants are Cl[C:2]1[CH:7]=[CH:6][C:5]([CH3:8])=[CH:4][N:3]=1.C([O-])([O-])=O.[K+].[K+].[CH2:15]([SH:22])[C:16]1[CH:21]=[CH:20][CH:19]=[CH:18][CH:17]=1. The catalyst is CS(C)=O. The product is [CH2:15]([S:22][C:2]1[CH:7]=[CH:6][C:5]([CH3:8])=[CH:4][N:3]=1)[C:16]1[CH:21]=[CH:20][CH:19]=[CH:18][CH:17]=1. The yield is 0.690. (3) The reactants are Cl[C:2]1[CH:3]=[C:4]([NH:9][CH:10]2[CH2:15][CH2:14][CH2:13][N:12]([C:16]([O:18][C:19]([CH3:22])([CH3:21])[CH3:20])=[O:17])[CH2:11]2)[C:5](=[O:8])[NH:6][N:7]=1.[C:23]([C:27]1[N:28]=[CH:29][C:30]([C:33]([NH:35][C:36]2[CH:41]=[C:40](B3OC(C)(C)C(C)(C)O3)[CH:39]=[CH:38][C:37]=2[F:51])=[O:34])=[N:31][CH:32]=1)([CH3:26])([CH3:25])[CH3:24].C(=O)([O-])[O-].[Na+].[Na+].CN(C=O)C. The catalyst is C1C=CC([P]([Pd]([P](C2C=CC=CC=2)(C2C=CC=CC=2)C2C=CC=CC=2)([P](C2C=CC=CC=2)(C2C=CC=CC=2)C2C=CC=CC=2)[P](C2C=CC=CC=2)(C2C=CC=CC=2)C2C=CC=CC=2)(C2C=CC=CC=2)C2C=CC=CC=2)=CC=1.O.O1CCOCC1. The product is [C:23]([C:27]1[N:28]=[CH:29][C:30]([C:33]([NH:35][C:36]2[CH:41]=[C:40]([C:2]3[CH:3]=[C:4]([NH:9][CH:10]4[CH2:15][CH2:14][CH2:13][N:12]([C:16]([O:18][C:19]([CH3:22])([CH3:21])[CH3:20])=[O:17])[CH2:11]4)[C:5](=[O:8])[NH:6][N:7]=3)[CH:39]=[CH:38][C:37]=2[F:51])=[O:34])=[N:31][CH:32]=1)([CH3:26])([CH3:24])[CH3:25]. The yield is 0.360. (4) The reactants are [F:1][C:2]1[CH:3]=[C:4]([CH:14]=[C:15]([F:18])[C:16]=1[F:17])[CH2:5][P:6](=[O:13])([O:10]CC)[O:7]CC.Br[Si](C)(C)C.O. The catalyst is ClCCl.CO.C(#N)C. The product is [F:18][C:15]1[CH:14]=[C:4]([CH:3]=[C:2]([F:1])[C:16]=1[F:17])[CH2:5][P:6](=[O:7])([OH:10])[OH:13]. The yield is 0.890.